Predict the product of the given reaction. From a dataset of Forward reaction prediction with 1.9M reactions from USPTO patents (1976-2016). (1) Given the reactants [F:1][C:2]([F:13])([F:12])[C:3]1[CH:11]=[CH:10][CH:9]=[CH:8][C:4]=1[C:5](Cl)=[O:6].[Cl:14][C:15]1[CH:20]=[CH:19][C:18]([C:21]2([F:25])[CH2:23][CH:22]2[NH2:24])=[CH:17][CH:16]=1.C(N(CC)CC)C, predict the reaction product. The product is: [Cl:14][C:15]1[CH:16]=[CH:17][C:18]([C@@:21]2([F:25])[CH2:23][C@H:22]2[NH:24][C:5](=[O:6])[C:4]2[CH:8]=[CH:9][CH:10]=[CH:11][C:3]=2[C:2]([F:13])([F:12])[F:1])=[CH:19][CH:20]=1. (2) Given the reactants Cl[CH:2]([C:11]1[CH:12]=[CH:13][C:14](=[O:20])[N:15]([CH:17]([CH3:19])[CH3:18])[N:16]=1)[C:3](=O)[C:4]1[CH:9]=[CH:8][CH:7]=[CH:6][CH:5]=1.[NH2:21][C:22](=[S:28])[C:23]([O:25][CH2:26][CH3:27])=[O:24], predict the reaction product. The product is: [CH:17]([N:15]1[C:14](=[O:20])[CH:13]=[CH:12][C:11]([C:2]2[S:28][C:22]([C:23]([O:25][CH2:26][CH3:27])=[O:24])=[N:21][C:3]=2[C:4]2[CH:9]=[CH:8][CH:7]=[CH:6][CH:5]=2)=[N:16]1)([CH3:19])[CH3:18]. (3) Given the reactants [NH:1]1[CH2:6][CH2:5][CH2:4][CH2:3][CH2:2]1.[C:7]([C:9]1[C:17]2[C:12](=[CH:13][CH:14]=[C:15]([CH2:18][CH2:19][NH:20][C:21](=[O:35])[C:22]3[CH:27]=[CH:26][C:25]([C:28]4[CH:33]=[CH:32][N:31]=[C:30](Cl)[N:29]=4)=[CH:24][CH:23]=3)[CH:16]=2)[NH:11][CH:10]=1)#[N:8], predict the reaction product. The product is: [C:7]([C:9]1[C:17]2[C:12](=[CH:13][CH:14]=[C:15]([CH2:18][CH2:19][NH:20][C:21](=[O:35])[C:22]3[CH:27]=[CH:26][C:25]([C:28]4[CH:33]=[CH:32][N:31]=[C:30]([N:1]5[CH2:6][CH2:5][CH2:4][CH2:3][CH2:2]5)[N:29]=4)=[CH:24][CH:23]=3)[CH:16]=2)[NH:11][CH:10]=1)#[N:8]. (4) Given the reactants [N:1]1[C:10]2[C:5](=[CH:6][C:7]([CH2:11][N:12]3[C:16]4=[N:17][C:18]([C:21](=O)[CH3:22])=[CH:19][N:20]=[C:15]4[N:14]=[N:13]3)=[CH:8][CH:9]=2)[CH:4]=[CH:3][CH:2]=1.[CH3:24][NH:25][C:26]([NH:28][NH2:29])=[O:27], predict the reaction product. The product is: [CH3:24][NH:25][C:26]([NH:28]/[N:29]=[C:21](/[C:18]1[N:17]=[C:16]2[N:12]([CH2:11][C:7]3[CH:6]=[C:5]4[C:10](=[CH:9][CH:8]=3)[N:1]=[CH:2][CH:3]=[CH:4]4)[N:13]=[N:14][C:15]2=[N:20][CH:19]=1)\[CH3:22])=[O:27].